This data is from Reaction yield outcomes from USPTO patents with 853,638 reactions. The task is: Predict the reaction yield, written as a fraction of the theoretical maximum amount of product (1.0 means a 100% yield; for example, 0.34 means a 34% yield). (1) The reactants are Cl[C:2]1[CH:3]=[C:4]([C:20]([F:23])([F:22])[F:21])[C:5]2[CH:6]=[CH:7][C:8]3[N:9]([CH:12]=[C:13]([C:15]4[O:16][CH:17]=[N:18][N:19]=4)[N:14]=3)[C:10]=2[N:11]=1.[Br-].[CH:25]1([Zn+])[CH2:27][CH2:26]1. The catalyst is CN(C)C=O.C1C=CC([P]([Pd]([P](C2C=CC=CC=2)(C2C=CC=CC=2)C2C=CC=CC=2)([P](C2C=CC=CC=2)(C2C=CC=CC=2)C2C=CC=CC=2)[P](C2C=CC=CC=2)(C2C=CC=CC=2)C2C=CC=CC=2)(C2C=CC=CC=2)C2C=CC=CC=2)=CC=1. The product is [CH:25]1([C:2]2[CH:3]=[C:4]([C:20]([F:23])([F:22])[F:21])[C:5]3[CH:6]=[CH:7][C:8]4[N:9]([CH:12]=[C:13]([C:15]5[O:16][CH:17]=[N:18][N:19]=5)[N:14]=4)[C:10]=3[N:11]=2)[CH2:27][CH2:26]1. The yield is 0.319. (2) The reactants are [Br:1][C:2]1[CH:3]=[C:4]([NH:8][CH2:9][C:10]2[CH:15]=[CH:14][CH:13]=[C:12]([O:16][C:17]([F:20])([F:19])[F:18])[CH:11]=2)[CH:5]=[CH:6][CH:7]=1.[F:21][C:22]([F:28])([F:27])S([O-])(=[O:41])=[O:41].[Yb+3].[F:21][C:22]([F:28])([F:27])S([O-])(=O)=O.[F:21][C:22]([F:28])([F:27])S([O-])(=O)=[O:41].[C:46](#N)[CH3:47]. No catalyst specified. The product is [Br:1][C:2]1[CH:3]=[C:4]([N:8]([CH2:9][C:10]2[CH:15]=[CH:14][CH:13]=[C:12]([O:16][C:17]([F:18])([F:19])[F:20])[CH:11]=2)[CH2:47][C@@H:46]([OH:41])[C:22]([F:28])([F:27])[F:21])[CH:5]=[CH:6][CH:7]=1. The yield is 0.900.